This data is from Forward reaction prediction with 1.9M reactions from USPTO patents (1976-2016). The task is: Predict the product of the given reaction. (1) The product is: [NH2:11][C:7]1[N:8]=[C:9]([Cl:10])[C:28]([CH2:27][CH:26]([OH:17])[CH2:30][OH:29])=[C:5]([Cl:12])[N:6]=1. Given the reactants C(C1[C:5]([Cl:12])=[N:6][C:7]([NH2:11])=[N:8][C:9]=1[Cl:10])C=C.C[N+]1([O-])CC[O:17]CC1.OS([O-])=O.[Na+].[CH2:26]1[CH2:30][O:29][CH2:28][CH2:27]1, predict the reaction product. (2) Given the reactants CO[C:3](=[O:36])[CH:4]([C:28]1[CH:33]=[CH:32][C:31]([O:34][CH3:35])=[CH:30][CH:29]=1)[CH2:5][C:6]1[C:7]([NH:21][C:22]2[CH:27]=[CH:26][CH:25]=[CH:24][CH:23]=2)=[N:8][C:9]([NH:12][C:13]2[CH:14]=[N:15][C:16]([O:19][CH3:20])=[CH:17][CH:18]=2)=[N:10][CH:11]=1.S(=O)(=O)(O)O, predict the reaction product. The product is: [CH3:35][O:34][C:31]1[CH:32]=[CH:33][C:28]([CH:4]2[C:3](=[O:36])[N:21]([C:22]3[CH:23]=[CH:24][CH:25]=[CH:26][CH:27]=3)[C:7]3[N:8]=[C:9]([NH:12][C:13]4[CH:14]=[N:15][C:16]([O:19][CH3:20])=[CH:17][CH:18]=4)[N:10]=[CH:11][C:6]=3[CH2:5]2)=[CH:29][CH:30]=1. (3) Given the reactants [C:1]1([CH3:13])[CH:6]=[CH:5][C:4]([CH2:7][CH2:8][NH:9][C:10](=O)[CH3:11])=[CH:3][CH:2]=1.O=P12OP3(OP(OP(O3)(O1)=O)(=O)O2)=O, predict the reaction product. The product is: [CH3:11][C:10]1[C:5]2[C:4](=[CH:3][CH:2]=[C:1]([CH3:13])[CH:6]=2)[CH2:7][CH2:8][N:9]=1. (4) Given the reactants [CH2:1]([N:8]1[C:12]2=[C:13]([NH:20][CH2:21][C:22]3[CH:27]=[CH:26][C:25]([F:28])=[CH:24][CH:23]=3)[N:14]=[C:15]([C:17]([OH:19])=[O:18])[CH:16]=[C:11]2[C:10]([CH3:29])=[C:9]1[CH3:30])[C:2]1[CH:7]=[CH:6][CH:5]=[CH:4][CH:3]=1.[ClH:31], predict the reaction product. The product is: [ClH:31].[CH2:1]([N:8]1[C:12]2=[C:13]([NH:20][CH2:21][C:22]3[CH:23]=[CH:24][C:25]([F:28])=[CH:26][CH:27]=3)[N:14]=[C:15]([C:17]([OH:19])=[O:18])[CH:16]=[C:11]2[C:10]([CH3:29])=[C:9]1[CH3:30])[C:2]1[CH:3]=[CH:4][CH:5]=[CH:6][CH:7]=1. (5) Given the reactants [NH:1]1[CH:5]=[CH:4][C:3]([CH:6]=[O:7])=[N:2]1.[H-].[Na+].[C:10]1([CH3:20])[CH:15]=[CH:14][C:13]([S:16](Cl)(=[O:18])=[O:17])=[CH:12][CH:11]=1, predict the reaction product. The product is: [C:10]1([CH3:20])[CH:15]=[CH:14][C:13]([S:16]([N:1]2[CH:5]=[CH:4][C:3]([CH:6]=[O:7])=[N:2]2)(=[O:18])=[O:17])=[CH:12][CH:11]=1. (6) Given the reactants I.[Cl:2][C:3]1[N:4]=[CH:5][N:6]([C:8]2[CH:13]=[CH:12][C:11]([NH:14][C:15](SC)=[NH:16])=[CH:10][C:9]=2[O:19][CH3:20])[CH:7]=1.[Cl:21][CH2:22][CH2:23][CH2:24][CH2:25][CH:26]([C:30]1[CH:35]=[CH:34][C:33]([C:36]#[N:37])=[CH:32][CH:31]=1)[C:27](O)=O.CN1CCOCC1.C(N(CC)C(C)C)(C)C.[NH2:54][NH2:55], predict the reaction product. The product is: [Cl:21][CH2:22][CH2:23][CH2:24][CH2:25][CH:26]([C:30]1[CH:35]=[CH:34][C:33]([C:36]#[N:37])=[CH:32][CH:31]=1)[C:27]1[NH:55][N:54]=[C:15]([NH:14][C:11]2[CH:12]=[CH:13][C:8]([N:6]3[CH:7]=[C:3]([Cl:2])[N:4]=[CH:5]3)=[C:9]([O:19][CH3:20])[CH:10]=2)[N:16]=1. (7) The product is: [C:1](=[O:15])([O:5][C:6]1[CH:11]=[CH:10][C:9]([N+:12]([O-:14])=[O:13])=[CH:8][CH:7]=1)[O:2][CH2:3][I:16]. Given the reactants [C:1](=[O:15])([O:5][C:6]1[CH:11]=[CH:10][C:9]([N+:12]([O-:14])=[O:13])=[CH:8][CH:7]=1)[O:2][CH2:3]Cl.[I-:16].[Na+], predict the reaction product. (8) Given the reactants [C@@H:1]1([NH:10][C:11]2[N:16]=[CH:15][N:14]=[C:13]([NH:17][C@@H:18]3[CH2:22][C@H:21]([CH2:23][O:24][S:25]([NH:28]C(=O)OC(C)(C)C)(=[O:27])=[O:26])[C@@H:20]([OH:36])[CH2:19]3)[CH:12]=2)[C:9]2[C:4](=[CH:5][CH:6]=[CH:7][CH:8]=2)[CH2:3][CH2:2]1.FC(F)(F)C(O)=O, predict the reaction product. The product is: [S:25](=[O:27])(=[O:26])([O:24][CH2:23][C@H:21]1[CH2:22][C@@H:18]([NH:17][C:13]2[CH:12]=[C:11]([NH:10][C@@H:1]3[C:9]4[C:4](=[CH:5][CH:6]=[CH:7][CH:8]=4)[CH2:3][CH2:2]3)[N:16]=[CH:15][N:14]=2)[CH2:19][C@@H:20]1[OH:36])[NH2:28].